This data is from Catalyst prediction with 721,799 reactions and 888 catalyst types from USPTO. The task is: Predict which catalyst facilitates the given reaction. (1) Reactant: Cl[C:2]1[N:7]=[C:6]([O:8][CH3:9])[C:5]([N+:10]([O-:12])=[O:11])=[C:4]([O:13][CH3:14])[N:3]=1.[Cl-].[F:16][C:17]1[CH:24]=[CH:23][C:20]([CH2:21][Zn+])=[CH:19][CH:18]=1. Product: [F:16][C:17]1[CH:24]=[CH:23][C:20]([CH2:21][C:2]2[N:7]=[C:6]([O:8][CH3:9])[C:5]([N+:10]([O-:12])=[O:11])=[C:4]([O:13][CH3:14])[N:3]=2)=[CH:19][CH:18]=1. The catalyst class is: 176. (2) Reactant: [CH2:1]([O:3][C:4](=[O:25])[CH2:5][CH:6]1[CH2:11][CH2:10][CH:9]([C:12]2[CH:17]=[CH:16][C:15]([C:18]3[CH:23]=[CH:22][C:21](=O)[NH:20][N:19]=3)=[CH:14][CH:13]=2)[CH2:8][CH2:7]1)[CH3:2].P(Cl)(Cl)([Cl:28])=O. Product: [CH2:1]([O:3][C:4](=[O:25])[CH2:5][CH:6]1[CH2:11][CH2:10][CH:9]([C:12]2[CH:17]=[CH:16][C:15]([C:18]3[N:19]=[N:20][C:21]([Cl:28])=[CH:22][CH:23]=3)=[CH:14][CH:13]=2)[CH2:8][CH2:7]1)[CH3:2]. The catalyst class is: 11. (3) Reactant: [OH:1][C:2]1([C:18]([F:21])([F:20])[F:19])[CH2:7][CH2:6][N:5](C(OCC2C=CC=CC=2)=O)[CH2:4][CH2:3]1.C1CCCCC=1. Product: [F:21][C:18]([F:19])([F:20])[C:2]1([OH:1])[CH2:3][CH2:4][NH:5][CH2:6][CH2:7]1. The catalyst class is: 50. (4) Reactant: [NH2:1][CH2:2][C@@H:3]([OH:20])[C@@H:4]([NH:12][C:13](=[O:19])[O:14][C:15]([CH3:18])([CH3:17])[CH3:16])[CH2:5][C:6]1[CH:11]=[CH:10][CH:9]=[CH:8][CH:7]=1.CCN(CC)CC.Cl[C:29]([O:31][CH2:32][C:33]1[CH:38]=[CH:37][CH:36]=[CH:35][CH:34]=1)=[O:30]. Product: [OH:20][C@H:3]([CH2:2][NH:1][C:29]([O:31][CH2:32][C:33]1[CH:38]=[CH:37][CH:36]=[CH:35][CH:34]=1)=[O:30])[C@@H:4]([NH:12][C:13](=[O:19])[O:14][C:15]([CH3:17])([CH3:16])[CH3:18])[CH2:5][C:6]1[CH:11]=[CH:10][CH:9]=[CH:8][CH:7]=1. The catalyst class is: 3. (5) Reactant: FC(F)(F)C(O)=O.[C:8]([C:10]1[CH:11]=[C:12]([CH:36]=[CH:37][CH:38]=1)[C:13]([NH:15][C:16]1[CH:28]=[C:27]([O:29][C:30]2[CH:35]=[CH:34][CH:33]=[CH:32][CH:31]=2)[CH:26]=[CH:25][C:17]=1[C:18]([O:20]C(C)(C)C)=[O:19])=[O:14])#[N:9]. Product: [C:8]([C:10]1[CH:11]=[C:12]([CH:36]=[CH:37][CH:38]=1)[C:13]([NH:15][C:16]1[CH:28]=[C:27]([O:29][C:30]2[CH:31]=[CH:32][CH:33]=[CH:34][CH:35]=2)[CH:26]=[CH:25][C:17]=1[C:18]([OH:20])=[O:19])=[O:14])#[N:9]. The catalyst class is: 2. (6) Reactant: [OH-].[Na+].C(O)C.[CH:6]([C:9]1[CH:10]=[C:11]([C:15]2[CH:20]=[CH:19][C:18]([CH2:21][CH:22]([NH:36][S:37]([C:40]3[CH:45]=[CH:44][CH:43]=[CH:42][N:41]=3)(=[O:39])=[O:38])[C:23]3[N:28]=[C:27]([NH:29][CH2:30][C:31]([O:33]CC)=[O:32])[CH:26]=[CH:25][CH:24]=3)=[CH:17][CH:16]=2)[CH:12]=[CH:13][CH:14]=1)=[CH:7][CH3:8].Cl. Product: [CH:6]([C:9]1[CH:10]=[C:11]([C:15]2[CH:16]=[CH:17][C:18]([CH2:21][CH:22]([NH:36][S:37]([C:40]3[CH:45]=[CH:44][CH:43]=[CH:42][N:41]=3)(=[O:38])=[O:39])[C:23]3[N:28]=[C:27]([NH:29][CH2:30][C:31]([OH:33])=[O:32])[CH:26]=[CH:25][CH:24]=3)=[CH:19][CH:20]=2)[CH:12]=[CH:13][CH:14]=1)=[CH:7][CH3:8]. The catalyst class is: 6. (7) Reactant: [CH3:1][C:2](C)([O-])C.[K+].[Cl:7][C:8]1[C:16]2[N:15]=[C:14]3[N:17]([C:21]4[CH:26]=[CH:25][C:24]([Cl:27])=[CH:23][C:22]=4[Cl:28])[CH2:18][CH2:19][CH2:20][N:13]3[C:12]=2[C:11]([CH2:29][C:30]#[N:31])=[CH:10][CH:9]=1.C(I)C. Product: [Cl:7][C:8]1[C:16]2[N:15]=[C:14]3[N:17]([C:21]4[CH:26]=[CH:25][C:24]([Cl:27])=[CH:23][C:22]=4[Cl:28])[CH2:18][CH2:19][CH2:20][N:13]3[C:12]=2[C:11]([CH:29]([CH2:1][CH3:2])[C:30]#[N:31])=[CH:10][CH:9]=1. The catalyst class is: 627. (8) Reactant: [CH2:1]([O:8][C:9]1[CH:17]=[CH:16][C:15]([C:18]2[CH:27]=[CH:26][C:25]3[C:20](=[CH:21][CH:22]=[C:23]([O:28][CH3:29])[CH:24]=3)[C:19]=2[O:30][C:31]2[CH:36]=[CH:35][C:34]([O:37][CH2:38][CH2:39][N:40]3[CH2:45][CH2:44][CH2:43][CH2:42][CH2:41]3)=[CH:33][CH:32]=2)=[CH:14][C:10]=1[C:11](O)=[O:12])[C:2]1[CH:7]=[CH:6][CH:5]=[CH:4][CH:3]=1.[CH3:46][NH:47][CH3:48].O1CCCC1.O.ON1C2C=CC=CC=2N=N1.C(N(CC)CC)C.Cl.CN(C)CCCN=C=NCC. Product: [CH2:1]([O:8][C:9]1[CH:17]=[CH:16][C:15]([C:18]2[CH:27]=[CH:26][C:25]3[C:20](=[CH:21][CH:22]=[C:23]([O:28][CH3:29])[CH:24]=3)[C:19]=2[O:30][C:31]2[CH:32]=[CH:33][C:34]([O:37][CH2:38][CH2:39][N:40]3[CH2:45][CH2:44][CH2:43][CH2:42][CH2:41]3)=[CH:35][CH:36]=2)=[CH:14][C:10]=1[C:11]([N:47]([CH3:48])[CH3:46])=[O:12])[C:2]1[CH:3]=[CH:4][CH:5]=[CH:6][CH:7]=1. The catalyst class is: 2. (9) Reactant: Cl[C:2]1[C:11]2=[N:12][N:13](CC3C=CC(OC)=CC=3)[CH:14]=[C:10]2[C:9]2[CH:8]=[C:7]([O:24][CH3:25])[CH:6]=[CH:5][C:4]=2[N:3]=1.[CH3:26][O:27][C:28]1[CH:34]=[C:33]([O:35][CH3:36])[CH:32]=[CH:31][C:29]=1[NH2:30].Cl. Product: [CH3:26][O:27][C:28]1[CH:34]=[C:33]([O:35][CH3:36])[CH:32]=[CH:31][C:29]=1[NH:30][C:2]1[C:11]2=[N:12][NH:13][CH:14]=[C:10]2[C:9]2[CH:8]=[C:7]([O:24][CH3:25])[CH:6]=[CH:5][C:4]=2[N:3]=1. The catalyst class is: 71. (10) Reactant: C(N(CC)CC)C.[C:8]([O:11][CH2:12][C:13]([CH3:43])([CH3:42])[CH2:14][N:15]1[C:21]2[CH:22]=[CH:23][C:24]([Cl:26])=[CH:25][C:20]=2[C@@H:19]([C:27]2[CH:32]=[CH:31][CH:30]=[C:29]([O:33][CH3:34])[C:28]=2[O:35][CH3:36])[O:18][C@H:17]([CH2:37][C:38](O)=[O:39])[C:16]1=[O:41])(=[O:10])[CH3:9].ClC(OCC(C)C)=O.Cl.[NH2:53][C:54]1[CH:59]=[CH:58][C:57]([O:60][CH2:61][C:62]([O:64][CH3:65])=[O:63])=[CH:56][C:55]=1[F:66].N1C=CC=CC=1.Cl. Product: [C:8]([O:11][CH2:12][C:13]([CH3:43])([CH3:42])[CH2:14][N:15]1[C:21]2[CH:22]=[CH:23][C:24]([Cl:26])=[CH:25][C:20]=2[C@@H:19]([C:27]2[CH:32]=[CH:31][CH:30]=[C:29]([O:33][CH3:34])[C:28]=2[O:35][CH3:36])[O:18][C@H:17]([CH2:37][C:38]([NH:53][C:54]2[CH:59]=[CH:58][C:57]([O:60][CH2:61][C:62]([O:64][CH3:65])=[O:63])=[CH:56][C:55]=2[F:66])=[O:39])[C:16]1=[O:41])(=[O:10])[CH3:9]. The catalyst class is: 35.